Dataset: TCR-epitope binding with 47,182 pairs between 192 epitopes and 23,139 TCRs. Task: Binary Classification. Given a T-cell receptor sequence (or CDR3 region) and an epitope sequence, predict whether binding occurs between them. (1) The epitope is SSNVANYQK. The TCR CDR3 sequence is CASSDNGGDRSPGELFF. Result: 0 (the TCR does not bind to the epitope). (2) The TCR CDR3 sequence is CASNAGTGHPNEKLFF. The epitope is RLRAEAQVK. Result: 1 (the TCR binds to the epitope). (3) The epitope is FLLNKEMYL. The TCR CDR3 sequence is CSARGYNEQFF. Result: 0 (the TCR does not bind to the epitope). (4) The epitope is ILGLPTQTV. The TCR CDR3 sequence is CASSDSFNSPLHF. Result: 1 (the TCR binds to the epitope).